This data is from Catalyst prediction with 721,799 reactions and 888 catalyst types from USPTO. The task is: Predict which catalyst facilitates the given reaction. Reactant: [N+:1]([C:4]1[CH:5]=[CH:6][C:7]2NC=C[CH:10]=[CH:9][C:8]=2[CH:14]=1)([O-:3])=[O:2].[CH:15]([N:18](C(C)C)CC)(C)[CH3:16].[F:31][C:30]([F:33])([F:32])[C:29](O[C:29](=[O:34])[C:30]([F:33])([F:32])[F:31])=[O:34].O. Product: [N+:1]([C:4]1[CH:5]=[CH:6][C:7]2[CH2:16][CH2:15][N:18]([C:29](=[O:34])[C:30]([F:31])([F:32])[F:33])[CH2:10][CH2:9][C:8]=2[CH:14]=1)([O-:3])=[O:2]. The catalyst class is: 4.